From a dataset of Forward reaction prediction with 1.9M reactions from USPTO patents (1976-2016). Predict the product of the given reaction. (1) Given the reactants [C:1]([C:3]1[CH:33]=[CH:32][C:6]2[N:7]([C:11]3[CH:31]=[CH:30][C:14]([C:15]([NH:17][C@@H:18]4[CH2:22][CH2:21][N:20]([C:23]([O:25][C:26]([CH3:29])([CH3:28])[CH3:27])=[O:24])[CH2:19]4)=[O:16])=[CH:13][CH:12]=3)[C:8]([CH3:10])=[N:9][C:5]=2[CH:4]=1)#[N:2].[CH3:34]O, predict the reaction product. The product is: [C:26]([O:25][C:23]([N:20]1[CH2:21][CH2:22][C@@H:18]([N:17]([C:15](=[O:16])[C:14]2[CH:13]=[CH:12][C:11]([N:7]3[C:6]4[CH:32]=[CH:33][C:3]([C:1]#[N:2])=[CH:4][C:5]=4[N:9]=[C:8]3[CH3:10])=[CH:31][CH:30]=2)[CH3:34])[CH2:19]1)=[O:24])([CH3:28])([CH3:29])[CH3:27]. (2) Given the reactants Cl.[NH2:2][C@H:3]1[C:12]2[C:7](=[CH:8][CH:9]=[C:10]([C:13]3[CH:18]=[CH:17][C:16]([C:19]([N:21]4[CH2:26][CH2:25][O:24][CH2:23][CH2:22]4)=[O:20])=[CH:15][N:14]=3)[CH:11]=2)[N:6]([C:27](=[O:29])[CH3:28])[C@@H:5]([CH3:30])[CH2:4]1.Br[C:32]1[CH:37]=[CH:36][CH:35]=[C:34]([Cl:38])[CH:33]=1.C1(P(C2CCCCC2)C2C=CC=CC=2C2C(N(C)C)=CC=CC=2)CCCCC1.CC(C)([O-])C.[Na+], predict the reaction product. The product is: [Cl:38][C:34]1[CH:33]=[C:32]([NH:2][C@H:3]2[C:12]3[C:7](=[CH:8][CH:9]=[C:10]([C:13]4[CH:18]=[CH:17][C:16]([C:19]([N:21]5[CH2:26][CH2:25][O:24][CH2:23][CH2:22]5)=[O:20])=[CH:15][N:14]=4)[CH:11]=3)[N:6]([C:27](=[O:29])[CH3:28])[C@@H:5]([CH3:30])[CH2:4]2)[CH:37]=[CH:36][CH:35]=1. (3) The product is: [O:8]1[C:17]2[C:12](=[N:13][CH:14]=[CH:15][CH:16]=2)[O:11][C@@H:10]([CH2:18][N:19]([CH2:24][C:25]2[CH:26]=[CH:27][CH:28]=[CH:29][CH:30]=2)[CH2:20][CH2:21][CH2:22][NH:23][CH2:2][C:3]([O:5][CH2:6][CH3:7])=[O:4])[CH2:9]1. Given the reactants Br[CH2:2][C:3]([O:5][CH2:6][CH3:7])=[O:4].[O:8]1[C:17]2[C:12](=[N:13][CH:14]=[CH:15][CH:16]=2)[O:11][C@@H:10]([CH2:18][N:19]([CH2:24][C:25]2[CH:30]=[CH:29][CH:28]=[CH:27][CH:26]=2)[CH2:20][CH2:21][CH2:22][NH2:23])[CH2:9]1.C(N(CC)CC)C, predict the reaction product.